This data is from Catalyst prediction with 721,799 reactions and 888 catalyst types from USPTO. The task is: Predict which catalyst facilitates the given reaction. (1) The catalyst class is: 105. Product: [CH:1]1([CH2:6][C@H:7]([CH2:24][C:25]([NH:26][OH:27])=[O:35])[C:8]([N:10]2[C@H:14]([C:15]([NH:17][C:18]3[CH:23]=[CH:22][CH:21]=[CH:20][N:19]=3)=[O:16])[CH2:13][CH:12]=[N:11]2)=[O:9])[CH2:2][CH2:3][CH2:4][CH2:5]1. Reactant: [CH:1]1([CH2:6][C@H:7]([CH2:24][C:25](=[O:35])[NH:26][O:27]CC2C=CC=CC=2)[C:8]([N:10]2[C@H:14]([C:15]([NH:17][C:18]3[CH:23]=[CH:22][CH:21]=[CH:20][N:19]=3)=[O:16])[CH2:13][CH:12]=[N:11]2)=[O:9])[CH2:5][CH2:4][CH2:3][CH2:2]1. (2) Reactant: CC(C)([O-])C.[Na+].[Br:7][C:8]1[CH:13]=[CH:12][C:11]([CH:14]([C:29]2[C:34](=O)[CH2:33][CH2:32][CH2:31][C:30]=2[O:36]CC)[NH:15][C:16]([NH:18][C:19]2[CH:24]=[CH:23][CH:22]=[C:21]([C:25]([F:28])([F:27])[F:26])[CH:20]=2)=[O:17])=[C:10]([O:39][CH3:40])[CH:9]=1.O. Product: [Br:7][C:8]1[CH:13]=[CH:12][C:11]([CH:14]2[C:29]3[C:30](=[O:36])[CH2:31][CH2:32][CH2:33][C:34]=3[N:18]([C:19]3[CH:24]=[CH:23][CH:22]=[C:21]([C:25]([F:28])([F:26])[F:27])[CH:20]=3)[C:16](=[O:17])[NH:15]2)=[C:10]([O:39][CH3:40])[CH:9]=1. The catalyst class is: 10. (3) Reactant: [CH3:1][O:2][C:3]1[C:8]([C:9]2[CH:10]=[C:11]3[C:15](=[CH:16][CH:17]=2)[N:14]([CH3:18])[N:13]=[CH:12]3)=[CH:7][C:6]([CH2:19][CH2:20][C:21]([O:23][CH3:24])=[O:22])=[C:5](OS(C(F)(F)F)(=O)=O)[CH:4]=1.[CH3:33]B(O)O.C(=O)([O-])[O-].[Na+].[Na+].O. Product: [CH3:1][O:2][C:3]1[C:8]([C:9]2[CH:10]=[C:11]3[C:15](=[CH:16][CH:17]=2)[N:14]([CH3:18])[N:13]=[CH:12]3)=[CH:7][C:6]([CH2:19][CH2:20][C:21]([O:23][CH3:24])=[O:22])=[C:5]([CH3:33])[CH:4]=1. The catalyst class is: 39.